This data is from NCI-60 drug combinations with 297,098 pairs across 59 cell lines. The task is: Regression. Given two drug SMILES strings and cell line genomic features, predict the synergy score measuring deviation from expected non-interaction effect. Drug 1: C1=C(C(=O)NC(=O)N1)F. Drug 2: C1=CC=C(C(=C1)C(C2=CC=C(C=C2)Cl)C(Cl)Cl)Cl. Cell line: HT29. Synergy scores: CSS=49.2, Synergy_ZIP=2.53, Synergy_Bliss=0.427, Synergy_Loewe=-9.23, Synergy_HSA=0.355.